This data is from Reaction yield outcomes from USPTO patents with 853,638 reactions. The task is: Predict the reaction yield, written as a fraction of the theoretical maximum amount of product (1.0 means a 100% yield; for example, 0.34 means a 34% yield). (1) The reactants are [CH3:1][C:2]1([CH3:29])[O:7][C:6]2[CH:8]=[C:9](/[CH:12]=[CH:13]/[C:14]([N:16]([CH3:28])[CH2:17][C:18]3[O:19][C:20]4[CH:27]=[CH:26][CH:25]=[CH:24][C:21]=4[C:22]=3[CH3:23])=[O:15])[CH:10]=[N:11][C:5]=2[NH:4][CH2:3]1.[ClH:30]. The catalyst is C(Cl)Cl.C(OCC)C. The product is [ClH:30].[CH3:1][C:2]1([CH3:29])[O:7][C:6]2[CH:8]=[C:9](/[CH:12]=[CH:13]/[C:14]([N:16]([CH3:28])[CH2:17][C:18]3[O:19][C:20]4[CH:27]=[CH:26][CH:25]=[CH:24][C:21]=4[C:22]=3[CH3:23])=[O:15])[CH:10]=[N:11][C:5]=2[NH:4][CH2:3]1. The yield is 0.880. (2) The product is [ClH:31].[CH2:1]([O:8][C:9]1[CH:14]=[CH:13][N:12]([C:15]2[CH:23]=[C:22]3[C:18]([C:19]4[CH2:28][CH2:27][N:26]([C:29](=[O:32])[CH2:30][N:34]5[CH2:38][CH2:37][CH2:36][CH2:35]5)[CH2:25][C:20]=4[N:21]3[CH3:24])=[CH:17][CH:16]=2)[C:11](=[O:33])[CH:10]=1)[C:2]1[CH:7]=[CH:6][CH:5]=[CH:4][CH:3]=1. The yield is 0.600. The reactants are [CH2:1]([O:8][C:9]1[CH:14]=[CH:13][N:12]([C:15]2[CH:23]=[C:22]3[C:18]([C:19]4[CH2:28][CH2:27][N:26]([C:29](=[O:32])[CH2:30][Cl:31])[CH2:25][C:20]=4[N:21]3[CH3:24])=[CH:17][CH:16]=2)[C:11](=[O:33])[CH:10]=1)[C:2]1[CH:7]=[CH:6][CH:5]=[CH:4][CH:3]=1.[NH:34]1[CH2:38][CH2:37][CH2:36][CH2:35]1.C([O-])([O-])=O.[K+].[K+]. The catalyst is CN(C=O)C.C(Cl)Cl. (3) The reactants are [Cl:1][C:2]1[CH:7]=[CH:6][C:5]([C:8]2[S:16][C:15]3[C:14](=[O:17])[N:13]([C:18]4[CH:23]=[CH:22][C:21]([O:24][CH2:25][C:26](O)(C)C)=[C:20]([O:30][CH3:31])[CH:19]=4)N=[N:11][C:10]=3[CH:9]=2)=[CH:4][CH:3]=1.F[P-](F)(F)(F)(F)F.N1([O:48]C(N(C)C)=[N+](C)C)C2N=CC=CC=2N=N1.C(N(CC)C(C)C)(C)C.NC1C=CC=CC=1.C([O-])(O)=O.[Na+]. The catalyst is CN1C(=O)CCC1.ClCCCl.O.C(Cl)Cl.CCOCC. The product is [C:25]([O:24][C:21]1[CH:22]=[CH:23][C:18]([NH:13][C:14]([C:15]2[S:16][C:8]([C:5]3[CH:6]=[CH:7][C:2]([Cl:1])=[CH:3][CH:4]=3)=[CH:9][C:10]=2[NH2:11])=[O:17])=[CH:19][C:20]=1[O:30][CH3:31])(=[O:48])[CH3:26]. The yield is 0.690.